This data is from Forward reaction prediction with 1.9M reactions from USPTO patents (1976-2016). The task is: Predict the product of the given reaction. (1) Given the reactants [C:1]([O:5][C:6]([N:8]1[CH2:14][CH2:13][C:12]2[CH:15]=[CH:16][C:17](Cl)=[CH:18][C:11]=2[C@H:10]([CH3:20])[CH2:9]1)=[O:7])([CH3:4])([CH3:3])[CH3:2].[O:21]1[CH:25]=[CH:24][CH:23]=[C:22]1[Sn](CCCC)(CCCC)CCCC.[F-].[Cs+], predict the reaction product. The product is: [C:1]([O:5][C:6]([N:8]1[CH2:14][CH2:13][C:12]2[CH:15]=[CH:16][C:17]([C:22]3[O:21][CH:25]=[CH:24][CH:23]=3)=[CH:18][C:11]=2[C@H:10]([CH3:20])[CH2:9]1)=[O:7])([CH3:4])([CH3:3])[CH3:2]. (2) Given the reactants [NH2:1][C:2]1[C:3]([Cl:18])=[N:4][C:5]2[C:10]([C:11]=1[NH:12][CH2:13][C:14]([CH3:17])([OH:16])[CH3:15])=[CH:9][CH:8]=[CH:7][CH:6]=2.[CH3:19][O:20][CH2:21][CH2:22][CH2:23][N:24]=[C:25]=S, predict the reaction product. The product is: [Cl:18][C:3]1[C:2]2[N:1]=[C:25]([NH:24][CH2:23][CH2:22][CH2:21][O:20][CH3:19])[N:12]([CH2:13][C:14]([CH3:15])([OH:16])[CH3:17])[C:11]=2[C:10]2[CH:9]=[CH:8][CH:7]=[CH:6][C:5]=2[N:4]=1. (3) Given the reactants [NH2:1][C:2]1[CH:3]=[C:4]2[C:20](=[O:21])[NH:19][N:18]=[CH:17][C:6]3=[C:7]([C:11]4[CH:16]=[CH:15][CH:14]=[CH:13][CH:12]=4)[NH:8][C:9]([CH:10]=1)=[C:5]23.[C:22](O)(=[O:29])[C:23]1[CH:28]=[CH:27][CH:26]=[N:25][CH:24]=1.C(N(CC)CC)C.F[P-](F)(F)(F)(F)F.N1(OC(N(C)C)=[N+](C)C)C2N=CC=CC=2N=N1, predict the reaction product. The product is: [O:21]=[C:20]1[C:4]2[C:5]3[C:6](=[C:7]([C:11]4[CH:12]=[CH:13][CH:14]=[CH:15][CH:16]=4)[NH:8][C:9]=3[CH:10]=[C:2]([NH:1][C:22](=[O:29])[C:23]3[CH:28]=[CH:27][CH:26]=[N:25][CH:24]=3)[CH:3]=2)[CH:17]=[N:18][NH:19]1. (4) Given the reactants [CH3:1][C:2]1([CH3:28])[C:10]2[C:5](=[CH:6][CH:7]=[C:8]([C:11]([O-:13])=O)[CH:9]=2)[N+:4]2[CH:14]=[CH:15][C:16]([C:18]3[C:26]4[C:21](=[CH:22][CH:23]=[CH:24][CH:25]=4)[N:20]([CH3:27])[CH:19]=3)=[CH:17][C:3]1=2.[ClH:29].[C:30]([N:37]1[CH:41]=[CH:40]N=[CH:38]1)(N1C=CN=C1)=O.Cl.Cl.[NH2:44][CH2:45][CH2:46][S:47][S:48][CH2:49][CH2:50][NH2:51], predict the reaction product. The product is: [Cl-:29].[Cl-:29].[S:47]([CH2:46][CH2:45][NH:44][C:11]([C:8]1[CH:9]=[C:10]2[C:5](=[CH:6][CH:7]=1)[N+:4]1[CH:14]=[CH:15][C:16]([C:18]3[C:26]4[C:21](=[CH:22][CH:23]=[CH:24][CH:25]=4)[N:20]([CH3:27])[CH:19]=3)=[CH:17][C:3]=1[C:2]2([CH3:1])[CH3:28])=[O:13])[S:48][CH2:49][CH2:50][NH:51][C:11]([C:8]1[CH:9]=[C:10]2[C:5](=[CH:6][CH:7]=1)[N+:4]1[CH:14]=[CH:15][C:16]([C:40]3[C:25]4[C:38](=[CH:23][CH:22]=[CH:21][CH:26]=4)[N:37]([CH3:30])[CH:41]=3)=[CH:17][C:3]=1[C:2]2([CH3:28])[CH3:1])=[O:13]. (5) Given the reactants [CH3:1][C:2]([O:4][CH2:5][C@H:6]1[O:11][C@H:10](Br)[C@H:9]([O:13][C:14]([CH3:16])=[O:15])[C@@H:8]([O:17][C:18]([CH3:20])=[O:19])[C@@H:7]1[O:21][C:22]([CH3:24])=[O:23])=[O:3].[CH3:25][O:26][C:27]1[CH:32]=[C:31]([O:33][CH3:34])[CH:30]=[C:29](/[CH:35]=[CH:36]/[C:37]2[CH:38]=[CH:39][C:40]([OH:43])=[CH:41][CH:42]=2)[CH:28]=1.C(OCC)(=O)C, predict the reaction product. The product is: [C:22]([O:21][CH:7]1[CH:8]([O:17][C:18](=[O:19])[CH3:20])[CH:9]([O:13][C:14](=[O:15])[CH3:16])[CH:10]([O:43][C:40]2[CH:39]=[CH:38][C:37](/[CH:36]=[CH:35]/[C:29]3[CH:30]=[C:31]([O:33][CH3:34])[CH:32]=[C:27]([O:26][CH3:25])[CH:28]=3)=[CH:42][CH:41]=2)[O:11][CH:6]1[CH2:5][O:4][C:2](=[O:3])[CH3:1])(=[O:23])[CH3:24]. (6) Given the reactants Cl.Cl.[F:3][C:4]1[CH:13]=[CH:12][C:11]2[NH:10][C@@H:9]([C:14]3[CH:19]=[CH:18][CH:17]=[CH:16][CH:15]=3)[C@H:8]3[CH2:20][CH2:21][NH:22][C@H:7]3[C:6]=2[CH:5]=1.[F:23][C:24]1([F:48])[CH2:29][C@H:28]([C:30](O)=[O:31])[C@H:27]([NH:33][C:34]([C:36]2[CH:41]=[CH:40][C:39]([N:42]3[CH:46]=[CH:45][C:44]([CH3:47])=[N:43]3)=[CH:38][CH:37]=2)=[O:35])[CH2:26][CH2:25]1, predict the reaction product. The product is: [F:48][C:24]1([F:23])[CH2:25][CH2:26][C@@H:27]([NH:33][C:34](=[O:35])[C:36]2[CH:37]=[CH:38][C:39]([N:42]3[CH:46]=[CH:45][C:44]([CH3:47])=[N:43]3)=[CH:40][CH:41]=2)[C@@H:28]([C:30]([N:22]2[C@@H:7]3[C@@H:8]([C@H:9]([C:14]4[CH:19]=[CH:18][CH:17]=[CH:16][CH:15]=4)[NH:10][C:11]4[CH:12]=[CH:13][C:4]([F:3])=[CH:5][C:6]=43)[CH2:20][CH2:21]2)=[O:31])[CH2:29]1. (7) Given the reactants [Cl:1][C:2]1[N:7]=[C:6](Cl)[C:5]([O:9][CH3:10])=[CH:4][N:3]=1.[CH3:11]N1CCCC1=O.C[Mg]Br, predict the reaction product. The product is: [Cl:1][C:2]1[N:7]=[C:6]([CH3:11])[C:5]([O:9][CH3:10])=[CH:4][N:3]=1.